From a dataset of Reaction yield outcomes from USPTO patents with 853,638 reactions. Predict the reaction yield, written as a fraction of the theoretical maximum amount of product (1.0 means a 100% yield; for example, 0.34 means a 34% yield). (1) The reactants are Cl.[NH:2]1[CH2:7][CH2:6][C:5]2([C:15]3[C:10](=[CH:11][CH:12]=[CH:13][CH:14]=3)[C:9](=[O:16])[CH2:8]2)[CH2:4][CH2:3]1.CCN(CC)CC.[CH:24]1[CH:29]=[CH:28][C:27]([CH2:30][O:31][C:32](Cl)=[O:33])=[CH:26][CH:25]=1. The catalyst is C(Cl)Cl. The product is [O:16]=[C:9]1[C:10]2[C:15](=[CH:14][CH:13]=[CH:12][CH:11]=2)[C:5]2([CH2:6][CH2:7][N:2]([C:32]([O:31][CH2:30][C:27]3[CH:28]=[CH:29][CH:24]=[CH:25][CH:26]=3)=[O:33])[CH2:3][CH2:4]2)[CH2:8]1. The yield is 0.990. (2) The reactants are Br[C:2]1[S:3][C:4]([C:15]2[N:19]=[CH:18][N:17]([CH:20]3[CH2:25][CH2:24][CH2:23][CH2:22][O:21]3)[N:16]=2)=[C:5]([CH2:7][C:8]2[CH:13]=[CH:12][C:11]([Cl:14])=[CH:10][CH:9]=2)[N:6]=1.C([Sn](CCCC)(CCCC)[C:31]1[CH:36]=[CH:35][N:34]=[CH:33][CH:32]=1)CCC.[Cl-].[Li+]. The catalyst is O1CCOCC1.[Cu]I.C1C=CC([P]([Pd]([P](C2C=CC=CC=2)(C2C=CC=CC=2)C2C=CC=CC=2)([P](C2C=CC=CC=2)(C2C=CC=CC=2)C2C=CC=CC=2)[P](C2C=CC=CC=2)(C2C=CC=CC=2)C2C=CC=CC=2)(C2C=CC=CC=2)C2C=CC=CC=2)=CC=1. The product is [Cl:14][C:11]1[CH:12]=[CH:13][C:8]([CH2:7][C:5]2[N:6]=[C:2]([C:31]3[CH:36]=[CH:35][N:34]=[CH:33][CH:32]=3)[S:3][C:4]=2[C:15]2[N:19]=[CH:18][N:17]([CH:20]3[CH2:25][CH2:24][CH2:23][CH2:22][O:21]3)[N:16]=2)=[CH:9][CH:10]=1. The yield is 0.730. (3) The reactants are Br[CH2:2][CH:3]1[O:7][CH2:6][CH2:5][O:4]1.[Cl:8][C:9]1[CH:28]=[CH:27][C:12]([NH:13][C:14]2[C:23]3[C:18](=[CH:19][C:20]([OH:26])=[C:21]([O:24][CH3:25])[CH:22]=3)[N:17]=[CH:16][N:15]=2)=[C:11]([F:29])[CH:10]=1.C(=O)([O-])[O-].[K+].[K+]. The catalyst is CN(C=O)C. The product is [Cl:8][C:9]1[CH:28]=[CH:27][C:12]([NH:13][C:14]2[C:23]3[C:18](=[CH:19][C:20]([O:26][CH2:2][CH:3]4[O:7][CH2:6][CH2:5][O:4]4)=[C:21]([O:24][CH3:25])[CH:22]=3)[N:17]=[CH:16][N:15]=2)=[C:11]([F:29])[CH:10]=1. The yield is 0.380. (4) The product is [Cl:26][C:23]1[CH:24]=[CH:25][C:20]([CH:18]([C:4]2[CH:3]=[C:2]([B:41]3[O:45][C:44]([CH3:47])([CH3:46])[C:43]([CH3:49])([CH3:48])[O:42]3)[S:6][C:5]=2[C:7]2[N:11]=[CH:10][N:9]([CH:12]3[CH2:17][CH2:16][CH2:15][CH2:14][O:13]3)[N:8]=2)[OH:19])=[CH:21][CH:22]=1. No catalyst specified. The reactants are Br[C:2]1[S:6][C:5]([C:7]2[N:11]=[CH:10][N:9]([CH:12]3[CH2:17][CH2:16][CH2:15][CH2:14][O:13]3)[N:8]=2)=[C:4]([CH:18]([C:20]2[CH:25]=[CH:24][C:23]([Cl:26])=[CH:22][CH:21]=2)[OH:19])[CH:3]=1.O1CCCC1.C([Mg]Cl)(C)C.C(O[B:41]1[O:45][C:44]([CH3:47])([CH3:46])[C:43]([CH3:49])([CH3:48])[O:42]1)(C)C. The yield is 0.650. (5) The reactants are [CH:1]([C:4]1[C:8]([CH2:9][CH2:10][CH2:11][OH:12])=[CH:7][N:6]([C:13]2[CH:18]=[CH:17][C:16]([C:19]([F:22])([F:21])[F:20])=[CH:15][N:14]=2)[N:5]=1)([CH3:3])[CH3:2].O[C:24]1[CH:29]=[CH:28][C:27]([O:30][CH3:31])=[CH:26][C:25]=1[CH2:32][C:33]([O:35]C)=[O:34].C(P(CCCC)CCCC)CCC.N(C(N1CCCCC1)=O)=NC(N1CCCCC1)=O. The catalyst is O1CCCC1. The product is [CH:1]([C:4]1[C:8]([CH2:9][CH2:10][CH2:11][O:12][C:24]2[CH:29]=[CH:28][C:27]([O:30][CH3:31])=[CH:26][C:25]=2[CH2:32][C:33]([OH:35])=[O:34])=[CH:7][N:6]([C:13]2[CH:18]=[CH:17][C:16]([C:19]([F:21])([F:20])[F:22])=[CH:15][N:14]=2)[N:5]=1)([CH3:3])[CH3:2]. The yield is 0.750. (6) The reactants are [Cl:1][C:2]1[C:3]([CH3:28])=[C:4]([CH:14]2[CH2:17][N:16]([C:18]([O:20][CH2:21][C:22]3[CH:27]=[CH:26][CH:25]=[CH:24][CH:23]=3)=[O:19])[CH2:15]2)[C:5]([O:11][CH2:12][CH3:13])=[C:6]([CH:8](Cl)[CH3:9])[CH:7]=1.[CH3:29][C:30]1[C:38]2[C:33](=[N:34][CH:35]=[N:36][C:37]=2[NH2:39])[NH:32][N:31]=1.C(=O)([O-])[O-].[Cs+].[Cs+].[I-].[K+]. The catalyst is CN(C)C=O.CCOCC. The product is [NH2:39][C:37]1[N:36]=[CH:35][N:34]=[C:33]2[N:32]([CH:8]([C:6]3[C:5]([O:11][CH2:12][CH3:13])=[C:4]([CH:14]4[CH2:15][N:16]([C:18]([O:20][CH2:21][C:22]5[CH:27]=[CH:26][CH:25]=[CH:24][CH:23]=5)=[O:19])[CH2:17]4)[C:3]([CH3:28])=[C:2]([Cl:1])[CH:7]=3)[CH3:9])[N:31]=[C:30]([CH3:29])[C:38]=12. The yield is 0.500. (7) The reactants are Cl.[F:2][C:3]1[CH:11]=[C:10]2[C:6]([C:7]([C:21]3[CH:22]=[N:23][N:24]([CH:26]4[CH2:31][CH2:30][NH:29][CH2:28][CH2:27]4)[CH:25]=3)=[CH:8][N:9]2[S:12]([C:15]2[CH:20]=[CH:19][CH:18]=[CH:17][CH:16]=2)(=[O:14])=[O:13])=[CH:5][CH:4]=1.[C:32](Cl)(=[O:35])[CH2:33][CH3:34]. No catalyst specified. The product is [F:2][C:3]1[CH:11]=[C:10]2[C:6]([C:7]([C:21]3[CH:22]=[N:23][N:24]([CH:26]4[CH2:31][CH2:30][N:29]([C:32](=[O:35])[CH2:33][CH3:34])[CH2:28][CH2:27]4)[CH:25]=3)=[CH:8][N:9]2[S:12]([C:15]2[CH:16]=[CH:17][CH:18]=[CH:19][CH:20]=2)(=[O:13])=[O:14])=[CH:5][CH:4]=1. The yield is 0.800. (8) The reactants are [O:1]=[C:2]1[NH:6][N:5]=[C:4]([CH2:7][C@@H:8]2[CH2:12][CH2:11][N:10](C(OC(C)(C)C)=O)[CH2:9]2)[N:3]1[C:20]1[CH:25]=[CH:24][C:23]([C:26]2[CH:35]=[C:34]3[C:29]([CH:30]=[CH:31][CH:32]=[N:33]3)=[CH:28][CH:27]=2)=[CH:22][CH:21]=1.[ClH:36]. The catalyst is O1CCOCC1. The product is [ClH:36].[NH:10]1[CH2:11][CH2:12][C@@H:8]([CH2:7][C:4]2[N:3]([C:20]3[CH:21]=[CH:22][C:23]([C:26]4[CH:35]=[C:34]5[C:29]([CH:30]=[CH:31][CH:32]=[N:33]5)=[CH:28][CH:27]=4)=[CH:24][CH:25]=3)[C:2](=[O:1])[NH:6][N:5]=2)[CH2:9]1. The yield is 0.960.